From a dataset of Cav3 T-type calcium channel HTS with 100,875 compounds. Binary Classification. Given a drug SMILES string, predict its activity (active/inactive) in a high-throughput screening assay against a specified biological target. (1) The drug is S(Cc1n(c(=S)[nH]n1)C)c1sc2c(n1)cccc2. The result is 0 (inactive). (2) The compound is S(=O)(=O)(CCC(=O)Nc1cc(OC)ccc1)c1sccc1. The result is 0 (inactive). (3) The drug is O1CCN(CC1)Cc1ccc(cc1)c1nn(nn1)CC(=O)N1CCCc2c1cccc2. The result is 0 (inactive). (4) The compound is O(c1c(cccc1C)C)CC(=O)Nc1cc(NC(=O)c2occc2)ccc1. The result is 1 (active). (5) The compound is S(=O)(=O)(NC(C(=O)NC1C(CCCC1)C)Cc1ccccc1)c1cc2CCN(c2cc1)C(=O)CC. The result is 0 (inactive). (6) The drug is n1(c2c(nc1NCc1ncccc1)cccc2)CC. The result is 0 (inactive). (7) The compound is O(c1c(OC)cc(cc1)C(=O)N)Cc1ccccc1. The result is 0 (inactive). (8) The compound is O=C1N(C2CCCCC2)C(=NC1)Nc1c(cc(cc1C)C)C. The result is 0 (inactive).